Dataset: Forward reaction prediction with 1.9M reactions from USPTO patents (1976-2016). Task: Predict the product of the given reaction. The product is: [C:1]1([C:29]2[CH:34]=[CH:33][CH:32]=[CH:31][CH:30]=2)[CH:2]=[CH:3][C:4]([NH:7][C:8](=[O:9])[C:10]2[CH:18]=[CH:17][C:13]([C:14]([NH:40][CH2:39][CH2:38][CH2:37][N:36]([CH3:41])[CH3:35])=[O:15])=[C:12]([NH:19][C:20](=[O:28])[CH2:21][N:22]3[CH2:27][CH2:26][O:25][CH2:24][CH2:23]3)[CH:11]=2)=[CH:5][CH:6]=1. Given the reactants [C:1]1([C:29]2[CH:34]=[CH:33][CH:32]=[CH:31][CH:30]=2)[CH:6]=[CH:5][C:4]([NH:7][C:8]([C:10]2[CH:18]=[CH:17][C:13]([C:14](O)=[O:15])=[C:12]([NH:19][C:20](=[O:28])[CH2:21][N:22]3[CH2:27][CH2:26][O:25][CH2:24][CH2:23]3)[CH:11]=2)=[O:9])=[CH:3][CH:2]=1.[CH3:35][N:36]([CH3:41])[CH2:37][CH2:38][CH2:39][NH2:40].F[P-](F)(F)(F)(F)F.N1(O[P+](N2CCCC2)(N2CCCC2)N2CCCC2)C2C=CC=CC=2N=N1.C(N(C(C)C)CC)(C)C, predict the reaction product.